From a dataset of Full USPTO retrosynthesis dataset with 1.9M reactions from patents (1976-2016). Predict the reactants needed to synthesize the given product. (1) Given the product [F:1][C:2]1[CH:3]=[C:4]2[C:14](=[CH:15][C:16]=1[F:17])[C:8]1([CH2:13][CH2:12][O:11][CH2:10][CH2:9]1)[C:7](=[O:18])[C:6]([C:19]([NH:21][CH2:22][C:23]([OH:25])=[O:24])=[O:20])=[C:5]2[OH:30], predict the reactants needed to synthesize it. The reactants are: [F:1][C:2]1[CH:3]=[C:4]2[C:14](=[CH:15][C:16]=1[F:17])[C:8]1([CH2:13][CH2:12][O:11][CH2:10][CH2:9]1)[C:7](=[O:18])[C:6]([C:19]([NH:21][CH2:22][C:23]([O:25]C(C)(C)C)=[O:24])=[O:20])=[C:5]2[OH:30]. (2) Given the product [Cl:13][C:14]1[CH:19]=[CH:18][CH:17]=[CH:16][C:15]=1[C:20]([C:21]1[CH:22]=[CH:23][CH:24]=[CH:25][CH:26]=1)([C:27]1[CH:32]=[CH:31][CH:30]=[CH:29][CH:28]=1)[N:9]1[C:8]([C:4]2[CH:5]=[CH:6][CH:7]=[C:2]([Br:1])[CH:3]=2)=[N:12][N:11]=[N:10]1, predict the reactants needed to synthesize it. The reactants are: [Br:1][C:2]1[CH:3]=[C:4]([C:8]2[NH:12][N:11]=[N:10][N:9]=2)[CH:5]=[CH:6][CH:7]=1.[Cl:13][C:14]1[CH:19]=[CH:18][CH:17]=[CH:16][C:15]=1[C:20](Cl)([C:27]1[CH:32]=[CH:31][CH:30]=[CH:29][CH:28]=1)[C:21]1[CH:26]=[CH:25][CH:24]=[CH:23][CH:22]=1.C(N(CC)CC)C.